Dataset: Full USPTO retrosynthesis dataset with 1.9M reactions from patents (1976-2016). Task: Predict the reactants needed to synthesize the given product. (1) Given the product [CH3:1][C:2]1[C:6]([C:7]2[CH:8]=[C:9]3[C:13](=[CH:14][CH:15]=2)[NH:12][C:11](=[O:16])[C:10]3([CH2:23][CH2:24][OH:25])[C:17]2[CH:22]=[CH:21][CH:20]=[CH:19][CH:18]=2)=[C:5]([CH3:28])[O:4][N:3]=1, predict the reactants needed to synthesize it. The reactants are: [CH3:1][C:2]1[C:6]([C:7]2[CH:8]=[C:9]3[C:13](=[CH:14][CH:15]=2)[NH:12][C:11](=[O:16])[C:10]3([CH2:23][C:24](OC)=[O:25])[C:17]2[CH:22]=[CH:21][CH:20]=[CH:19][CH:18]=2)=[C:5]([CH3:28])[O:4][N:3]=1.[BH4-].[Na+]. (2) Given the product [C:8]([CH:10]1[CH2:15][CH2:14][N:13]([C:16]([O:18][C:19]([CH3:22])([CH3:21])[CH3:20])=[O:17])[CH2:12][CH2:11]1)(=[O:9])[C:2]1[CH:3]=[CH:4][CH:5]=[CH:6][CH:7]=1, predict the reactants needed to synthesize it. The reactants are: Cl.[C:2]1([C:8]([CH:10]2[CH2:15][CH2:14][NH:13][CH2:12][CH2:11]2)=[O:9])[CH:7]=[CH:6][CH:5]=[CH:4][CH:3]=1.[C:16](O[C:16]([O:18][C:19]([CH3:22])([CH3:21])[CH3:20])=[O:17])([O:18][C:19]([CH3:22])([CH3:21])[CH3:20])=[O:17].O.C(OCC)(=O)C. (3) Given the product [F:1][C:2]1[CH:7]=[CH:6][C:5]([C:8]2[NH:12][C:11]([CH:13]([CH3:15])[CH3:14])=[N:10][C:9]=2[C:16]2[CH:21]=[CH:20][N:19]=[C:18]([N:22]([C:23]3[CH:28]=[CH:27][CH:26]=[CH:25][CH:24]=3)[C:34](=[O:36])[CH3:35])[N:17]=2)=[CH:4][CH:3]=1, predict the reactants needed to synthesize it. The reactants are: [F:1][C:2]1[CH:7]=[CH:6][C:5]([C:8]2[NH:12][C:11]([CH:13]([CH3:15])[CH3:14])=[N:10][C:9]=2[C:16]2[CH:21]=[CH:20][N:19]=[C:18]([NH:22][C:23]3[CH:28]=[CH:27][CH:26]=[CH:25][CH:24]=3)[N:17]=2)=[CH:4][CH:3]=1.C(=O)([O-])O.[Na+].[C:34](Cl)(=[O:36])[CH3:35]. (4) Given the product [C:32]([O:31][C:29]([NH:28][C@@:4]([CH2:1][CH2:2][CH3:3])([CH2:7][CH2:8][C:9]1[CH:14]=[CH:13][C:12]([S:15][C:16]2[CH:21]=[C:20]([C:22]([F:25])([F:24])[F:23])[CH:19]=[CH:18][C:17]=2[O:26][C:29]([O:31][C:32]([CH3:35])([CH3:34])[CH3:33])=[O:36])=[CH:11][C:10]=1[Cl:27])[CH2:5][OH:6])=[O:30])([CH3:35])([CH3:34])[CH3:33], predict the reactants needed to synthesize it. The reactants are: [CH2:1]([C@:4]([NH:28][C:29]([O:31][C:32]([CH3:35])([CH3:34])[CH3:33])=[O:30])([CH2:7][CH2:8][C:9]1[CH:14]=[CH:13][C:12]([S:15][C:16]2[CH:21]=[C:20]([C:22]([F:25])([F:24])[F:23])[CH:19]=[CH:18][C:17]=2[OH:26])=[CH:11][C:10]=1[Cl:27])[CH2:5][OH:6])[CH:2]=[CH2:3].[OH2:36]. (5) Given the product [Cl:1][C:2]1[CH:7]=[C:6]([Cl:8])[CH:5]=[CH:4][C:3]=1[C:9]1[CH:10]=[C:11]2[C:15]3=[C:16]([CH2:18][CH2:19][N:14]3[C@@H:13]3[CH2:20][CH2:21][N:22]([CH2:25][CH2:26][CH2:27][C:28]([C:30]4[CH:31]=[CH:32][C:33]([F:36])=[CH:34][CH:35]=4)=[O:29])[CH2:23][C@H:12]23)[CH:17]=1, predict the reactants needed to synthesize it. The reactants are: [Cl:1][C:2]1[CH:7]=[C:6]([Cl:8])[CH:5]=[CH:4][C:3]=1[C:9]1[CH:10]=[C:11]2[C:15]3=[C:16]([CH2:18][CH2:19][N:14]3[C@@H:13]3[CH2:20][CH2:21][NH:22][CH2:23][C@H:12]23)[CH:17]=1.Cl[CH2:25][CH2:26][CH2:27][C:28]([C:30]1[CH:35]=[CH:34][C:33]([F:36])=[CH:32][CH:31]=1)=[O:29].C([O-])([O-])=O.[K+].[K+]. (6) Given the product [F:13][C:14]1[C:19]([F:20])=[CH:18][CH:17]=[CH:16][C:15]=1[CH2:21][S:22][C:23]1[N:28]=[C:27]([NH:29][S:30]([N:33]2[CH2:38][C@H:37]([CH3:39])[NH:36][C@H:35]([CH3:40])[CH2:34]2)(=[O:31])=[O:32])[CH:26]=[C:25]([O:41][CH3:42])[N:24]=1, predict the reactants needed to synthesize it. The reactants are: C[C@H]1N[C@@H](C)CN(S(N)(=O)=O)C1.[F:13][C:14]1[C:19]([F:20])=[CH:18][CH:17]=[CH:16][C:15]=1[CH2:21][S:22][C:23]1[N:28]=[C:27]([NH:29][S:30]([N:33]2[CH2:38][C@H:37]([CH3:39])[NH:36][C@H:35]([CH3:40])[CH2:34]2)(=[O:32])=[O:31])[CH:26]=[C:25]([O:41][C@H:42](C)CO)[N:24]=1.C1(P(C2CCCCC2)C2C=CC=CC=2C2C(C(C)C)=CC(C(C)C)=CC=2C(C)C)CCCCC1.C(=O)([O-])[O-].[Cs+].[Cs+].ClC1C=C(OC)N=C(SCC2C=CC=C(F)C=2F)N=1.[Cl-].[NH4+]. (7) Given the product [F:29][C:7]1[CH:8]=[CH:9][C:10]([CH:12]2[C:25]3[CH:24]=[CH:23][C:22]4[C:17](=[N:18][CH:19]=[CH:20][CH:21]=4)[C:16]=3[NH:15][S:14](=[O:27])(=[O:26])[N:13]2[CH3:28])=[CH:11][C:6]=1[C:5]([OH:30])=[O:4], predict the reactants needed to synthesize it. The reactants are: [Li+].[OH-].C[O:4][C:5](=[O:30])[C:6]1[CH:11]=[C:10]([CH:12]2[C:25]3[CH:24]=[CH:23][C:22]4[C:17](=[N:18][CH:19]=[CH:20][CH:21]=4)[C:16]=3[NH:15][S:14](=[O:27])(=[O:26])[N:13]2[CH3:28])[CH:9]=[CH:8][C:7]=1[F:29].